This data is from Reaction yield outcomes from USPTO patents with 853,638 reactions. The task is: Predict the reaction yield, written as a fraction of the theoretical maximum amount of product (1.0 means a 100% yield; for example, 0.34 means a 34% yield). (1) The reactants are [Cl:1][C:2]1[C:3]([CH3:24])=[C:4]([CH:13]2[CH2:16][N:15]([C:17]([O:19][C:20]([CH3:23])([CH3:22])[CH3:21])=[O:18])[CH2:14]2)[C:5]([O:11][CH3:12])=[C:6]([CH:8](Cl)[CH3:9])[CH:7]=1.[Br:25][C:26]1[C:34]2[C:29](=[N:30][CH:31]=[N:32][C:33]=2[NH2:35])[NH:28][N:27]=1.[I-].[K+].C(=O)([O-])[O-].[Cs+].[Cs+]. The catalyst is CN(C)C=O.O. The product is [NH2:35][C:33]1[N:32]=[CH:31][N:30]=[C:29]2[N:28]([CH:8]([C:6]3[C:5]([O:11][CH3:12])=[C:4]([CH:13]4[CH2:16][N:15]([C:17]([O:19][C:20]([CH3:23])([CH3:22])[CH3:21])=[O:18])[CH2:14]4)[C:3]([CH3:24])=[C:2]([Cl:1])[CH:7]=3)[CH3:9])[N:27]=[C:26]([Br:25])[C:34]=12. The yield is 0.750. (2) The product is [C:19]([O:18][C:17]([N:16]1[C:12]([C:8]2[CH:9]=[CH:10][CH:11]=[C:6]([Br:5])[CH:7]=2)([CH3:15])[CH2:13][O:14][S:2]1=[O:1])=[O:23])([CH3:20])([CH3:21])[CH3:22]. The catalyst is CC#N. The yield is 0.890. The reactants are [O:1]=[S:2](Cl)Cl.[Br:5][C:6]1[CH:7]=[C:8]([C:12]([NH:16][C:17](=[O:23])[O:18][C:19]([CH3:22])([CH3:21])[CH3:20])([CH3:15])[CH2:13][OH:14])[CH:9]=[CH:10][CH:11]=1.N1C=CC=CC=1. (3) The reactants are C([O:3][C:4](=[O:16])[C:5]([C:7]1[S:8][C:9]([CH2:12][CH2:13][CH2:14][CH3:15])=[CH:10][CH:11]=1)=[O:6])C.C([O-])([O-])=O.[K+].[K+]. The catalyst is C(O)C. The product is [CH2:12]([C:9]1[S:8][C:7]([C:5](=[O:6])[C:4]([OH:16])=[O:3])=[CH:11][CH:10]=1)[CH2:13][CH2:14][CH3:15]. The yield is 0.670.